This data is from Full USPTO retrosynthesis dataset with 1.9M reactions from patents (1976-2016). The task is: Predict the reactants needed to synthesize the given product. (1) Given the product [Cl:12][C:5]1[C:6]2[C:11](=[CH:10][CH:9]=[CH:8][CH:7]=2)[C:2]([N:16]2[CH2:17][CH2:18][N:13]([C:23]([O:25][C:26]([CH3:27])([CH3:28])[CH3:29])=[O:24])[CH:14]([C:19]([O:21][CH3:22])=[O:20])[CH2:15]2)=[N:3][N:4]=1, predict the reactants needed to synthesize it. The reactants are: Cl[C:2]1[C:11]2[C:6](=[CH:7][CH:8]=[CH:9][CH:10]=2)[C:5]([Cl:12])=[N:4][N:3]=1.[N:13]1([C:23]([O:25][C:26]([CH3:29])([CH3:28])[CH3:27])=[O:24])[CH2:18][CH2:17][NH:16][CH2:15][CH:14]1[C:19]([O:21][CH3:22])=[O:20].C(N(CC)C(C)C)(C)C. (2) Given the product [CH3:17][O:18][C:19]1[CH:24]=[CH:23][C:22]([CH2:25][N:1]2[CH:5]=[C:4]([C:6]([O:8][CH2:9][CH3:10])=[O:7])[CH:3]=[N:2]2)=[CH:21][CH:20]=1, predict the reactants needed to synthesize it. The reactants are: [NH:1]1[CH:5]=[C:4]([C:6]([O:8][CH2:9][CH3:10])=[O:7])[CH:3]=[N:2]1.C([O-])([O-])=O.[K+].[K+].[CH3:17][O:18][C:19]1[CH:24]=[CH:23][C:22]([CH2:25]Cl)=[CH:21][CH:20]=1. (3) Given the product [Cl:1][C:2]1[CH:3]=[N:4][CH:5]=[C:6]([Cl:9])[C:7]=1[CH2:8][C:12]([C:14]1[C:28]2[O:27][CH2:26][C:21]3([O:25][CH2:24][CH2:23][O:22]3)[CH2:20][O:19][C:18]=2[C:17]([O:29][CH3:30])=[CH:16][CH:15]=1)=[O:11], predict the reactants needed to synthesize it. The reactants are: [Cl:1][C:2]1[CH:3]=[N:4][CH:5]=[C:6]([Cl:9])[C:7]=1[CH3:8].C[O:11][C:12]([C:14]1[C:28]2[O:27][CH2:26][C:21]3([O:25][CH2:24][CH2:23][O:22]3)[CH2:20][O:19][C:18]=2[C:17]([O:29][CH3:30])=[CH:16][CH:15]=1)=O.[Li+].C[Si]([N-][Si](C)(C)C)(C)C. (4) Given the product [ClH:14].[Cl:14][C:15]1[CH:16]=[C:17]([NH:27][C:6](=[O:8])[C:5]2[CH:9]=[C:10]([CH3:12])[N:11]=[C:3]([C:1]#[N:2])[CH:4]=2)[CH:18]=[CH:19][C:20]=1[C@@H:21]1[O:26][CH2:25][CH2:24][NH:23][CH2:22]1, predict the reactants needed to synthesize it. The reactants are: [C:1]([C:3]1[CH:4]=[C:5]([CH:9]=[C:10]([CH3:12])[N:11]=1)[C:6]([OH:8])=O)#[N:2].Cl.[Cl:14][C:15]1[CH:16]=[C:17]([NH:27]C(=O)C2C=CN=C(OCC)C=2)[CH:18]=[CH:19][C:20]=1[C@H:21]1[O:26][CH2:25][CH2:24][NH:23][CH2:22]1. (5) Given the product [CH2:22]([N:29]1[C:8]2[C:7](=[CH:12][CH:11]=[C:10]([OH:13])[CH:9]=2)[C:5]([CH:1]2[CH2:4][CH2:3][CH2:2]2)=[N:30]1)[C:23]1[CH:28]=[CH:27][CH:26]=[CH:25][CH:24]=1, predict the reactants needed to synthesize it. The reactants are: [CH:1]1([C:5]([C:7]2[CH:12]=[CH:11][C:10]([OH:13])=[CH:9][C:8]=2F)=O)[CH2:4][CH2:3][CH2:2]1.C([O-])(=O)C.[Na+].Cl.Cl.[CH2:22]([NH:29][NH2:30])[C:23]1[CH:28]=[CH:27][CH:26]=[CH:25][CH:24]=1.